Predict the reaction yield, written as a fraction of the theoretical maximum amount of product (1.0 means a 100% yield; for example, 0.34 means a 34% yield). From a dataset of Reaction yield outcomes from USPTO patents with 853,638 reactions. The reactants are [Br:1][C:2]1[N:7]=[CH:6][C:5]([CH:8]=[O:9])=[CH:4][CH:3]=1.[CH2:10](O)[CH2:11][OH:12].O.C1(C)C=CC(S(O)(=O)=O)=CC=1.C(=O)([O-])O.[Na+]. The catalyst is O.C1(C)C=CC=CC=1. The product is [Br:1][C:2]1[CH:3]=[CH:4][C:5]([CH:8]2[O:12][CH2:11][CH2:10][O:9]2)=[CH:6][N:7]=1. The yield is 0.970.